From a dataset of Catalyst prediction with 721,799 reactions and 888 catalyst types from USPTO. Predict which catalyst facilitates the given reaction. Reactant: [F:1][C:2]1[CH:11]=[C:10]([OH:12])[CH:9]=[CH:8][C:3]=1[C:4]([O:6]C)=[O:5].[CH:13]1([CH:16](O)[CH3:17])[CH2:15][CH2:14]1.C1(P(C2C=CC=CC=2)C2C=CC=CC=2)C=CC=CC=1.N(C(OC(C)C)=O)=NC(OC(C)C)=O.[OH-].[Na+]. Product: [CH:13]1([CH2:16][CH2:17][O:12][C:10]2[CH:9]=[CH:8][C:3]([C:4]([OH:6])=[O:5])=[C:2]([F:1])[CH:11]=2)[CH2:15][CH2:14]1. The catalyst class is: 87.